Dataset: Forward reaction prediction with 1.9M reactions from USPTO patents (1976-2016). Task: Predict the product of the given reaction. Given the reactants [I:1]Cl.C(Cl)Cl.[F:6][C:7]1[CH:8]=[C:9]2[C:13](=[C:14]([F:16])[CH:15]=1)[NH:12][CH:11]=[CH:10]2.[C:17]1([S:23](Cl)(=[O:25])=[O:24])[CH:22]=[CH:21][CH:20]=[CH:19][CH:18]=1, predict the reaction product. The product is: [C:17]1([S:23]([N:12]2[C:13]3[C:9](=[CH:8][C:7]([F:6])=[CH:15][C:14]=3[F:16])[C:10]([I:1])=[CH:11]2)(=[O:25])=[O:24])[CH:22]=[CH:21][CH:20]=[CH:19][CH:18]=1.